Predict the product of the given reaction. From a dataset of Forward reaction prediction with 1.9M reactions from USPTO patents (1976-2016). (1) Given the reactants O.[OH-].[Li+].[Cl:4][CH2:5][CH2:6][O:7][C:8]1[CH:13]=[CH:12][CH:11]=[CH:10][C:9]=1[C:14]([NH:17][C:18]1[C:19](=[O:36])[N:20]([C:24]2[CH:25]=[C:26]([CH:31]=[C:32]([F:35])[C:33]=2[CH3:34])[C:27]([O:29]C)=[O:28])[CH:21]=[CH:22][N:23]=1)([CH3:16])[CH3:15].Cl, predict the reaction product. The product is: [Cl:4][CH2:5][CH2:6][O:7][C:8]1[CH:13]=[CH:12][CH:11]=[CH:10][C:9]=1[C:14]([NH:17][C:18]1[C:19](=[O:36])[N:20]([C:24]2[CH:25]=[C:26]([CH:31]=[C:32]([F:35])[C:33]=2[CH3:34])[C:27]([OH:29])=[O:28])[CH:21]=[CH:22][N:23]=1)([CH3:16])[CH3:15]. (2) Given the reactants [CH3:1][C:2]1([CH3:18])[O:6][C@@H:5]([C@H:7]2[O:11][C@@H:10]3[O:12][C:13]([CH3:16])([CH3:15])[O:14][C@@H:9]3[C@H:8]2[OH:17])[CH2:4][O:3]1.[CH2:19](Br)[C:20]1[CH:25]=[CH:24][CH:23]=[CH:22][CH:21]=1.[H-].[Na+], predict the reaction product. The product is: [CH3:1][C:2]1([CH3:18])[O:6][CH:5]([CH:7]2[O:11][CH:10]3[O:12][C:13]([CH3:16])([CH3:15])[O:14][CH:9]3[CH:8]2[O:17][CH2:19][C:20]2[CH:25]=[CH:24][CH:23]=[CH:22][CH:21]=2)[CH2:4][O:3]1. (3) Given the reactants Cl[C:2]1[N:7]=[C:6]([NH:8][C@H:9]([C:11]2[CH:16]=[CH:15][C:14]([Cl:17])=[CH:13][CH:12]=2)[CH3:10])[N:5]=[C:4]([N:18]2[CH2:23][CH2:22][N:21]([S:24]([CH3:27])(=[O:26])=[O:25])[CH2:20][CH2:19]2)[CH:3]=1.[NH2:28][C:29]1[CH:34]=[N:33][CH:32]=[CH:31][N:30]=1.C1(P(C2CCCCC2)C2C=CC=CC=2C2C(C(C)C)=CC(C(C)C)=CC=2C(C)C)CCCCC1.CC(C)([O-])C.[Na+], predict the reaction product. The product is: [Cl:17][C:14]1[CH:15]=[CH:16][C:11]([C@@H:9]([NH:8][C:6]2[N:7]=[C:2]([NH:28][C:29]3[CH:34]=[N:33][CH:32]=[CH:31][N:30]=3)[CH:3]=[C:4]([N:18]3[CH2:23][CH2:22][N:21]([S:24]([CH3:27])(=[O:25])=[O:26])[CH2:20][CH2:19]3)[N:5]=2)[CH3:10])=[CH:12][CH:13]=1.